Dataset: Reaction yield outcomes from USPTO patents with 853,638 reactions. Task: Predict the reaction yield, written as a fraction of the theoretical maximum amount of product (1.0 means a 100% yield; for example, 0.34 means a 34% yield). (1) The reactants are [H-].[H-].[H-].[H-].[Li+].[Al+3].[CH3:7][O:8][C:9]1[CH:10]=[C:11]([S:17]([N:20]2[CH:24]=[CH:23][C:22]([CH2:25][CH2:26][CH2:27][CH2:28][C:29](OCC)=[O:30])=[CH:21]2)(=[O:19])=[O:18])[CH:12]=[CH:13][C:14]=1[O:15][CH3:16].[Li+].[BH4-]. The catalyst is C1COCC1. The product is [CH3:7][O:8][C:9]1[CH:10]=[C:11]([S:17]([N:20]2[CH:24]=[CH:23][C:22]([CH2:25][CH2:26][CH2:27][CH2:28][CH2:29][OH:30])=[CH:21]2)(=[O:18])=[O:19])[CH:12]=[CH:13][C:14]=1[O:15][CH3:16]. The yield is 1.00. (2) The reactants are [Br:1][C:2]1[C:3]([O:11][C@@H:12]([CH3:22])[CH2:13][NH:14][C:15]([O:17][C:18]([CH3:21])([CH3:20])[CH3:19])=[O:16])=[C:4]([C:7](OC)=[O:8])[S:5][CH:6]=1.[OH-].[Na+].Cl. The catalyst is C1COCC1.CO. The product is [Br:1][C:2]1[C:3]([O:11][C@@H:12]([CH3:22])[CH2:13][NH:14][C:15](=[O:16])[O:17][C:18]([CH3:20])([CH3:19])[CH3:21])=[C:4]([CH2:7][OH:8])[S:5][CH:6]=1. The yield is 0.900. (3) The reactants are [C:1]([O:5][C:6](=[O:33])[C:7]1[CH:12]=[C:11]([O:13]CC2C=CC=CC=2)[C:10]([CH2:21][CH:22]2[CH2:24][O:23]2)=[C:9]([O:25]CC2C=CC=CC=2)[CH:8]=1)([CH3:4])([CH3:3])[CH3:2].CCN(CC)CC.C([O-])([O-])=O.[K+].[K+]. The catalyst is CO.[Pd]. The product is [C:1]([O:5][C:6]([C:7]1[CH:8]=[C:9]([OH:25])[C:10]2[CH2:21][CH:22]([CH2:24][OH:23])[O:13][C:11]=2[CH:12]=1)=[O:33])([CH3:2])([CH3:3])[CH3:4]. The yield is 0.550. (4) The reactants are [H-].[Na+].[C:3]([CH2:5]P(=O)(OCC)OCC)#[N:4].[CH2:14]([N:18]([CH2:40][CH2:41][CH2:42][CH3:43])[C:19]1[CH:24]=[CH:23][C:22]([CH:25]=[CH:26][C:27]2[CH2:32][C:31]([CH3:34])([CH3:33])[CH2:30][C:29](=O)[C:28]=2[O:36][CH3:37])=[C:21]([O:38][CH3:39])[CH:20]=1)[CH2:15][CH2:16][CH3:17].O. The catalyst is O1CCCC1.C(OCC)(=O)C. The product is [CH2:14]([N:18]([CH2:40][CH2:41][CH2:42][CH3:43])[C:19]1[CH:24]=[CH:23][C:22]([CH:25]=[CH:26][C:27]2[CH2:32][C:31]([CH3:34])([CH3:33])[CH2:30][C:29](=[CH:5][C:3]#[N:4])[C:28]=2[O:36][CH3:37])=[C:21]([O:38][CH3:39])[CH:20]=1)[CH2:15][CH2:16][CH3:17]. The yield is 0.529. (5) The reactants are [NH2:1][C:2]1[N:7]=[CH:6][N:5]=[C:4]([C:8]2[NH:12][C:11]([C:13]3[CH:18]=[CH:17][CH:16]=[CH:15][CH:14]=3)=[C:10]([C:19]([OH:21])=O)[CH:9]=2)[CH:3]=1.CC[N:24](C(C)C)C(C)C.CCN=C=NCCCN(C)C.Cl.C1C=CC2N(O)N=NC=2C=1.N. The catalyst is CN(C=O)C.C([O-])(O)=O.[Na+]. The product is [NH2:1][C:2]1[N:7]=[CH:6][N:5]=[C:4]([C:8]2[NH:12][C:11]([C:13]3[CH:18]=[CH:17][CH:16]=[CH:15][CH:14]=3)=[C:10]([C:19]([NH2:24])=[O:21])[CH:9]=2)[CH:3]=1. The yield is 0.890. (6) The catalyst is C1COCC1. The product is [O:1]([C:8]1[CH:16]=[CH:15][C:14]([I:47])=[C:13]2[C:9]=1[CH:10]([OH:27])[N:11]([C:18]([CH3:19])([C:20]1[CH:21]=[CH:22][CH:23]=[CH:24][CH:25]=1)[CH3:26])[C:12]2=[O:17])[C:2]1[CH:3]=[CH:4][CH:5]=[CH:6][CH:7]=1. The yield is 0.750. The reactants are [O:1]([C:8]1[CH:16]=[CH:15][CH:14]=[C:13]2[C:9]=1[CH:10]([OH:27])[N:11]([C:18]([CH3:26])([C:20]1[CH:25]=[CH:24][CH:23]=[CH:22][CH:21]=1)[CH3:19])[C:12]2=[O:17])[C:2]1[CH:7]=[CH:6][CH:5]=[CH:4][CH:3]=1.CN(CCN(C)C)C.C([Li])(CC)C.CCCCCC.[I:47]I.